Task: Predict the reaction yield, written as a fraction of the theoretical maximum amount of product (1.0 means a 100% yield; for example, 0.34 means a 34% yield).. Dataset: Reaction yield outcomes from USPTO patents with 853,638 reactions (1) The reactants are FC(F)(F)C(O)=O.FC(F)(F)C(O)=O.[NH2:15][C:16]1[N:21]=[CH:20][N:19]=[C:18]2[N:22]([CH:26]([C:28]3[CH:35]=[C:34]([CH3:36])[C:31]([C:32]#[N:33])=[C:30]([CH:37]4[CH2:40][NH:39][CH2:38]4)[C:29]=3[O:41][CH3:42])[CH3:27])[N:23]=[C:24]([CH3:25])[C:17]=12.CCN(C(C)C)C(C)C.[CH3:52][C@H:53]1[CH2:55][O:54]1. The catalyst is C(O)C. The product is [NH2:15][C:16]1[N:21]=[CH:20][N:19]=[C:18]2[N:22]([CH:26]([C:28]3[CH:35]=[C:34]([CH3:36])[C:31]([C:32]#[N:33])=[C:30]([CH:37]4[CH2:40][N:39]([CH2:52][C@@H:53]([OH:54])[CH3:55])[CH2:38]4)[C:29]=3[O:41][CH3:42])[CH3:27])[N:23]=[C:24]([CH3:25])[C:17]=12. The yield is 0.400. (2) The yield is 0.860. The reactants are [C:1]1([C:7]2[CH:8]=[C:9]3[C:13](=[CH:14][CH:15]=2)[CH2:12][CH:11]([C:16]([C:18]2[O:19][C:20]([C:23]4[N:28]=[C:27]([C:29]([O:31]C)=[O:30])[CH:26]=[CH:25][CH:24]=4)=[CH:21][N:22]=2)=[O:17])[CH2:10]3)[CH:6]=[CH:5][CH:4]=[CH:3][CH:2]=1. The catalyst is CC(O)=O.CCOC(C)=O. The product is [C:1]1([C:7]2[CH:8]=[C:9]3[C:13](=[CH:14][CH:15]=2)[CH2:12][CH:11]([C:16]([C:18]2[O:19][C:20]([C:23]4[N:28]=[C:27]([C:29]([OH:31])=[O:30])[CH:26]=[CH:25][CH:24]=4)=[CH:21][N:22]=2)=[O:17])[CH2:10]3)[CH:6]=[CH:5][CH:4]=[CH:3][CH:2]=1. (3) The reactants are [C:1]([C:3]1[CH:11]=[C:10]2[C:6]([C:7]([C:28]([O:30]C)=O)=[N:8][N:9]2[C:12]2[CH:17]=[CH:16][CH:15]=[C:14]([C:18]#[C:19][C@:20]3([OH:27])[CH2:24][CH2:23][N:22]([CH3:25])[C:21]3=[O:26])[CH:13]=2)=[CH:5][CH:4]=1)#[N:2].[NH3:32]. The catalyst is CO. The product is [C:1]([C:3]1[CH:11]=[C:10]2[C:6]([C:7]([C:28]([NH2:32])=[O:30])=[N:8][N:9]2[C:12]2[CH:17]=[CH:16][CH:15]=[C:14]([C:18]#[C:19][C@:20]3([OH:27])[CH2:24][CH2:23][N:22]([CH3:25])[C:21]3=[O:26])[CH:13]=2)=[CH:5][CH:4]=1)#[N:2]. The yield is 0.190.